From a dataset of Full USPTO retrosynthesis dataset with 1.9M reactions from patents (1976-2016). Predict the reactants needed to synthesize the given product. Given the product [Cl:1][C:2]1[S:3][C:4]([Cl:10])=[CH:5][C:6]=1[C:7]([N:19]([O:20][CH3:21])[CH3:18])=[O:8], predict the reactants needed to synthesize it. The reactants are: [Cl:1][C:2]1[S:3][C:4]([Cl:10])=[CH:5][C:6]=1[C:7](Cl)=[O:8].N1C=CC=CC=1.Cl.[CH3:18][NH:19][O:20][CH3:21].